The task is: Predict the reactants needed to synthesize the given product.. This data is from Full USPTO retrosynthesis dataset with 1.9M reactions from patents (1976-2016). Given the product [CH3:25][O:24][C:22](=[O:23])[C:21]1[CH:26]=[CH:27][C:18]([CH2:17][N:3]2[C:4](=[O:15])[C:5]3[C@@H:6]4[C:11]([CH3:12])([CH3:13])[C@@:9]([CH3:14])([CH2:8][CH2:7]4)[C:10]=3[N:2]2[CH3:1])=[CH:19][CH:20]=1, predict the reactants needed to synthesize it. The reactants are: [CH3:1][N:2]1[C:10]2[C@@:9]3([CH3:14])[C:11]([CH3:13])([CH3:12])[C@H:6]([CH2:7][CH2:8]3)[C:5]=2[C:4](=[O:15])[NH:3]1.Br[CH2:17][C:18]1[CH:27]=[CH:26][C:21]([C:22]([O:24][CH3:25])=[O:23])=[CH:20][CH:19]=1.